This data is from Catalyst prediction with 721,799 reactions and 888 catalyst types from USPTO. The task is: Predict which catalyst facilitates the given reaction. (1) Reactant: Cl.[NH2:2][C@@H:3]([C:6]([OH:8])=[O:7])[CH2:4][SH:5].[C:9]([C:11]1[S:12][C:13]2[CH:19]=[C:18]([O:20][C:21]([O:23][CH2:24][CH2:25][CH2:26][S:27][S:28][CH2:29][CH2:30][CH2:31][CH2:32][CH2:33][CH2:34][CH2:35][CH2:36][CH2:37][CH2:38][CH2:39][CH2:40][CH2:41][CH2:42][CH2:43][C:44]([OH:46])=[O:45])=[O:22])[CH:17]=[CH:16][C:14]=2[N:15]=1)#N.ClCCl.C(=O)([O-])[O-].[K+].[K+]. Product: [C:44]([CH2:43][CH2:42][CH2:41][CH2:40][CH2:39][CH2:38][CH2:37][CH2:36][CH2:35][CH2:34][CH2:33][CH2:32][CH2:31][CH2:30][CH2:29][S:28][S:27][CH2:26][CH2:25][CH2:24][O:23][C:21]([O:20][C:18]1[CH:17]=[CH:16][C:14]2[N:15]=[C:11]([C:9]3[S:5][CH2:4][C@H:3]([C:6]([OH:8])=[O:7])[N:2]=3)[S:12][C:13]=2[CH:19]=1)=[O:22])([OH:46])=[O:45]. The catalyst class is: 72. (2) Product: [CH:1]1([C:4]2[CH:28]=[CH:27][CH:26]=[C:25]([N:29]3[C:33](=[O:34])[N:32]([CH3:35])[N:31]=[N:30]3)[C:5]=2[CH2:6][O:7][C:8]2[CH:13]=[CH:12][C:11]([C:14]3[C:15]([CH3:23])=[C:16]([C:20]([Cl:44])=[O:21])[N:17]([CH3:19])[N:18]=3)=[CH:10][C:9]=2[CH3:24])[CH2:3][CH2:2]1. The catalyst class is: 9. Reactant: [CH:1]1([C:4]2[CH:28]=[CH:27][CH:26]=[C:25]([N:29]3[C:33](=[O:34])[N:32]([CH3:35])[N:31]=[N:30]3)[C:5]=2[CH2:6][O:7][C:8]2[CH:13]=[CH:12][C:11]([C:14]3[C:15]([CH3:23])=[C:16]([C:20](O)=[O:21])[N:17]([CH3:19])[N:18]=3)=[CH:10][C:9]=2[CH3:24])[CH2:3][CH2:2]1.O1CCCC1.C(Cl)(=O)C([Cl:44])=O. (3) Reactant: [CH3:1][C:2]1[CH:24]=[CH:23][CH:22]=[C:21]([CH3:25])[C:3]=1[CH2:4][NH:5][C:6]1[C:14]2[N:13]=[C:12]([CH3:15])[N:11]([O:16][CH3:17])[C:10]=2[CH:9]=[C:8]([C:18]([OH:20])=O)[CH:7]=1.F[B-](F)(F)F.N1(O[C:41](N(C)C)=[N+:42](C)[CH3:43])C2C=CC=CC=2N=N1.CNC. Product: [CH3:41][N:42]([CH3:43])[C:18]([C:8]1[CH:7]=[C:6]([NH:5][CH2:4][C:3]2[C:21]([CH3:25])=[CH:22][CH:23]=[CH:24][C:2]=2[CH3:1])[C:14]2[N:13]=[C:12]([CH3:15])[N:11]([O:16][CH3:17])[C:10]=2[CH:9]=1)=[O:20]. The catalyst class is: 120. (4) Reactant: [I:1][CH2:2][CH2:3][CH2:4][OH:5].[N:6]1[C:15]2[C:10](=[CH:11][CH:12]=[CH:13][CH:14]=2)[CH:9]=[CH:8][CH:7]=1. Product: [I-:1].[OH:5][CH2:4][CH2:3][CH2:2][N+:6]1[C:15]2[C:10](=[CH:11][CH:12]=[CH:13][CH:14]=2)[CH:9]=[CH:8][CH:7]=1. The catalyst class is: 12. (5) Reactant: [NH2:1][C:2]1[C:15]2[C:14](=[O:16])[C:13]3[C:8](=[CH:9][CH:10]=[CH:11][CH:12]=3)[C:7](=[O:17])[C:6]=2[CH:5]=[CH:4][C:3]=1[NH2:18].[S:19](Cl)(Cl)=O.C(N(CC)CC)C. Product: [CH:10]1[CH:11]=[CH:12][C:13]2[C:14](=[O:16])[C:15]3[C:2]4=[N:1][S:19][N:18]=[C:3]4[CH:4]=[CH:5][C:6]=3[C:7](=[O:17])[C:8]=2[CH:9]=1. The catalyst class is: 1. (6) Reactant: [N:1]1([C:6]2[CH:11]=[C:10]([NH:12][CH:13]3[CH2:18][CH2:17][O:16][CH2:15][CH2:14]3)[N:9]3[N:19]=[C:20]([C:22]([O:24]CC)=[O:23])[CH:21]=[C:8]3[N:7]=2)[CH2:5][CH2:4][CH2:3][CH2:2]1.[OH-].[Na+].Cl. Product: [N:1]1([C:6]2[CH:11]=[C:10]([NH:12][CH:13]3[CH2:14][CH2:15][O:16][CH2:17][CH2:18]3)[N:9]3[N:19]=[C:20]([C:22]([OH:24])=[O:23])[CH:21]=[C:8]3[N:7]=2)[CH2:5][CH2:4][CH2:3][CH2:2]1. The catalyst class is: 199. (7) Reactant: [NH2:1][C:2]1[S:3][C:4]([S:10]([N:13]2[CH2:18][CH2:17][C:16]([F:20])([F:19])[CH2:15][CH2:14]2)(=[O:12])=[O:11])=[CH:5][C:6]=1[C:7]([NH2:9])=[O:8].[I-].ClC1C=CC=C[N+]=1C.[F:30][C:31]1[CH:39]=[CH:38][CH:37]=[CH:36][C:32]=1[C:33](O)=[O:34]. Product: [F:19][C:16]1([F:20])[CH2:17][CH2:18][N:13]([S:10]([C:4]2[S:3][C:2]([NH:1][C:33](=[O:34])[C:32]3[CH:36]=[CH:37][CH:38]=[CH:39][C:31]=3[F:30])=[C:6]([C:7]([NH2:9])=[O:8])[CH:5]=2)(=[O:12])=[O:11])[CH2:14][CH2:15]1. The catalyst class is: 79.